This data is from Experimentally validated miRNA-target interactions with 360,000+ pairs, plus equal number of negative samples. The task is: Binary Classification. Given a miRNA mature sequence and a target amino acid sequence, predict their likelihood of interaction. (1) The miRNA is mmu-miR-212-3p with sequence UAACAGUCUCCAGUCACGGCCA. The protein sequence of the target gene is MSMRSPISAQLALDGVGTMVNCTIKSEEKKEPCHEAPQGSATAAEPQPGDPARASQDSADPQAPAQGNFRGSWDCSSPEGNGSPEPKRPGVSEAASGSQEKLDFNRNLKEVVPAIEKLLSSDWKERFLGRNSMEAKDVKGTQESLAEKELQLLVMIHQLSTLRDQLLTAHSEQKNMAAMLFEKQQQQMELARQQQEQIAKQQQQLIQQQHKINLLQQQIQQVNMPYVMIPAFPPSHQPLPVTPDSQLALPIQPIPCKPVEYPLQLLHSPPAPVVKRPGAMATHHPLQEPSQPLNLTAKPK.... Result: 0 (no interaction). (2) The miRNA is mmu-miR-200b-3p with sequence UAAUACUGCCUGGUAAUGAUGA. The protein sequence of the target gene is MEARDKQVLRSLRLELGAEVLVEGLVLQYLYQEGILTENHIQEIKAQTTGLRKTMLLLDILPSRGPKAFDTFLDSLQEFPWVREKLEKAREEVTAELPTGDWMAGIPSHILSSSPSDQQINQLAQRLGPEWEPVVLSLGLSQTDIYRCKANHPHNVHSQVVEAFVRWRQRFGKQATFLSLHKGLQAVEADPSLLQHMLE. Result: 1 (interaction). (3) The miRNA is hsa-miR-4763-3p with sequence AGGCAGGGGCUGGUGCUGGGCGGG. The protein sequence of the target gene is MELSAVGERVFAAEALLKRRIRKGRMEYLVKWKGWSQKYSTWEPEENILDARLLAAFEEREREMELYGPKKRGPKPKTFLLKAQAKAKAKTYEFRSDSARGIRIPYPGRSPQDLASTSRAREGLRNMGLSPPASSTSTSSTCRAEAPRDRDRDRDRDRERDRERERERERERERERERERGTSRVDDKPSSPGDSSKKRGPKPRKELPDPSQRPLGEPSAGLGEYLKGRKLDDTPSGAGKFPAGHSVIQLARRQDSDLVQCGVTSPSSAEATGKLAVDTFPARVIKHRAAFLEAKGQGAL.... Result: 1 (interaction). (4) The miRNA is hsa-miR-548d-5p with sequence AAAAGUAAUUGUGGUUUUUGCC. The protein sequence of the target gene is MTASVLLHPRWIEPTVMFLYDNGGGLVADELNKNMEGAAAAAAAAAAAAAAGAGGGGFPHPAAAAAGGNFSVAAAAAAAAAAAANQCRNLMAHPAPLAPGAASAYSSAPGEAPPSAAAAAAAAAAAAAAAAAASSSGGPGPAGPAGAEAAKQCSPCSAAAQSSSGPAALPYGYFGSGYYPCARMGPHPNAIKSCAQPASAAAAAAFADKYMDTAGPAAEEFSSRAKEFAFYHQGYAAGPYHHHQPMPGYLDMPVVPGLGGPGESRHEPLGLPMESYQPWALPNGWNGQMYCPKEQAQPPH.... Result: 1 (interaction).